This data is from Full USPTO retrosynthesis dataset with 1.9M reactions from patents (1976-2016). The task is: Predict the reactants needed to synthesize the given product. (1) Given the product [Cl:3][C:10]1[C:9]2[C:14](=[CH:15][C:16]([O:17][CH3:18])=[C:7]([O:6][CH3:5])[CH:8]=2)[N:13]=[CH:12][N:11]=1, predict the reactants needed to synthesize it. The reactants are: S(Cl)([Cl:3])=O.[CH3:5][O:6][C:7]1[CH:8]=[C:9]2[C:14](=[CH:15][C:16]=1[O:17][CH3:18])[N:13]=[CH:12][NH:11][C:10]2=O. (2) Given the product [CH3:8][O:9][C:10]1[CH:15]=[CH:14][C:13]([C:16]2[N:20]([C:34](=[O:36])[CH3:35])[C:21]3[C:22]([C:27]=2[CH2:28][C:29]([F:31])([F:32])[F:30])=[CH:23][CH:24]=[CH:25][CH:26]=3)=[CH:12][CH:11]=1, predict the reactants needed to synthesize it. The reactants are: C(N(CC)CC)C.[CH3:8][O:9][C:10]1[CH:15]=[CH:14][C:13]([CH:16]([NH:20][C:21]2[CH:26]=[CH:25][CH:24]=[CH:23][C:22]=2[C:27](=O)[CH2:28][C:29]([F:32])([F:31])[F:30])C(O)=O)=[CH:12][CH:11]=1.[C:34](OC(=O)C)(=[O:36])[CH3:35]. (3) The reactants are: [CH3:1][C:2]1[C:3]([C:23]2[CH:28]=[CH:27][CH:26]=[CH:25][CH:24]=2)=[C:4]([O:14][C:15]2[CH:22]=[CH:21][C:18](C=O)=[CH:17][CH:16]=2)[C:5]2[C:10]([CH:11]=1)=[CH:9][C:8]([O:12][CH3:13])=[CH:7][CH:6]=2.OO.C([O-])(O)=[O:32].[Na+]. Given the product [CH3:1][C:2]1[C:3]([C:23]2[CH:24]=[CH:25][CH:26]=[CH:27][CH:28]=2)=[C:4]([O:14][C:15]2[CH:16]=[CH:17][C:18]([OH:32])=[CH:21][CH:22]=2)[C:5]2[C:10]([CH:11]=1)=[CH:9][C:8]([O:12][CH3:13])=[CH:7][CH:6]=2, predict the reactants needed to synthesize it. (4) Given the product [Cl:1][C:2]1[CH:3]=[CH:4][C:5]([C:8](=[O:18])[C:9]([C:11]2[CH:16]=[CH:15][C:14]([Cl:17])=[CH:13][CH:12]=2)=[O:10])=[CH:6][CH:7]=1, predict the reactants needed to synthesize it. The reactants are: [Cl:1][C:2]1[CH:7]=[CH:6][C:5]([C:8](=[O:18])[CH:9]([C:11]2[CH:16]=[CH:15][C:14]([Cl:17])=[CH:13][CH:12]=2)[OH:10])=[CH:4][CH:3]=1.C1C(=O)N(Br)C(=O)C1. (5) Given the product [CH3:24][C:25]1[N:26]=[C:27]([N:35]2[C:39](=[O:40])[N:38]([CH2:14][C:15]3[O:16][C:17]([C:20]([F:23])([F:22])[F:21])=[CH:18][CH:19]=3)[N:37]=[CH:36]2)[S:28][C:29]=1[C:30]([O:32][CH2:33][CH3:34])=[O:31], predict the reactants needed to synthesize it. The reactants are: FC(F)(F)C1C=CC(CBr)=CC=1.Br[CH2:14][C:15]1[O:16][C:17]([C:20]([F:23])([F:22])[F:21])=[CH:18][CH:19]=1.[CH3:24][C:25]1[N:26]=[C:27]([N:35]2[C:39](=[O:40])[NH:38][N:37]=[CH:36]2)[S:28][C:29]=1[C:30]([O:32][CH2:33][CH3:34])=[O:31].